Dataset: Reaction yield outcomes from USPTO patents with 853,638 reactions. Task: Predict the reaction yield, written as a fraction of the theoretical maximum amount of product (1.0 means a 100% yield; for example, 0.34 means a 34% yield). (1) The reactants are C(OC([N:8]1[CH2:13][CH2:12][CH:11]([C:14]([OH:16])=O)[CH2:10][CH2:9]1)=O)(C)(C)C.[CH2:17]([NH:19][CH2:20][CH3:21])[CH3:18].C(N(CC)CC)C.C1C=NC2N(O)N=NC=2C=1.CCN=C=NCCCN(C)C. The catalyst is CN(C=O)C. The product is [CH2:17]([N:19]([CH2:20][CH3:21])[C:14]([CH:11]1[CH2:10][CH2:9][NH:8][CH2:13][CH2:12]1)=[O:16])[CH3:18]. The yield is 0.860. (2) The reactants are [NH2:1][C@@H:2]1[C:11]2[C:6](=[CH:7][CH:8]=[CH:9][CH:10]=2)[C@H:5]([OH:12])[CH2:4][CH2:3]1.[H-].[Na+].F[C:16]1[CH:17]=[CH:18][C:19]2[N:20]([C:22]([N:25]3[CH2:31][CH2:30][CH2:29][O:28][CH2:27][CH2:26]3)=[N:23][N:24]=2)[CH:21]=1. The catalyst is CN(C=O)C.O. The product is [O:28]1[CH2:29][CH2:30][CH2:31][N:25]([C:22]2[N:20]3[CH:21]=[C:16]([O:12][C@H:5]4[C:6]5[C:11](=[CH:10][CH:9]=[CH:8][CH:7]=5)[C@@H:2]([NH2:1])[CH2:3][CH2:4]4)[CH:17]=[CH:18][C:19]3=[N:24][N:23]=2)[CH2:26][CH2:27]1. The yield is 0.400. (3) The reactants are [CH2:1]([S:3]([C:6]1[CH:13]=[CH:12][C:11]([N+:14]([O-])=O)=[CH:10][C:7]=1[C:8]#[N:9])(=[O:5])=[O:4])[CH3:2].C(O)C.O. The catalyst is C(O)(=O)C.[Fe]. The product is [NH2:14][C:11]1[CH:12]=[CH:13][C:6]([S:3]([CH2:1][CH3:2])(=[O:5])=[O:4])=[C:7]([CH:10]=1)[C:8]#[N:9]. The yield is 0.380. (4) The reactants are [N+:1]([C:4]1[CH:5]=[C:6]([CH:9]=[CH:10][CH:11]=1)[CH2:7][Cl:8])([O-:3])=[O:2].[O:12]1[CH:16]2[O:17][CH2:18][CH2:19][N:15]2[CH2:14][CH2:13]1. The catalyst is C(Cl)(Cl)Cl. The product is [Cl-:8].[N+:1]([C:4]1[CH:5]=[C:6]([CH:9]=[CH:10][CH:11]=1)[CH2:7][N+:15]12[CH2:19][CH2:18][O:17][CH:16]1[O:12][CH2:13][CH2:14]2)([O-:3])=[O:2]. The yield is 0.661.